Dataset: M1 muscarinic receptor antagonist screen with 61,756 compounds. Task: Binary Classification. Given a drug SMILES string, predict its activity (active/inactive) in a high-throughput screening assay against a specified biological target. (1) The drug is S(c1n(c(nn1)c1ccccc1)C)C. The result is 0 (inactive). (2) The molecule is Clc1c(N2CCN(CC2)CC)ccc(NC(=O)c2cccnc2)c1. The result is 1 (active). (3) The compound is o1c(nnc1c1occc1)c1ccc(NC(=O)c2cc(OC(=O)CC)ccc2)cc1. The result is 0 (inactive). (4) The drug is Clc1c2NC(C3C(c2c(cc1)C(O)=O)C=CC3)c1ncccc1. The result is 0 (inactive). (5) The drug is Clc1cc(OCC(=O)c2[nH]ccc2)ccc1F. The result is 0 (inactive). (6) The molecule is Brc1cc2c(N(CC2)C(=O)CC)c(S(=O)(=O)NCCC)c1. The result is 0 (inactive).